This data is from Forward reaction prediction with 1.9M reactions from USPTO patents (1976-2016). The task is: Predict the product of the given reaction. (1) Given the reactants [C:1]12([C:11](Cl)=[O:12])[CH2:10][CH:5]3[CH2:6][CH:7]([CH2:9][CH:3]([CH2:4]3)[CH2:2]1)[CH2:8]2.[Br:14][C:15]([F:19])([F:18])[CH2:16][OH:17].C(N(CC)CC)C, predict the reaction product. The product is: [C:1]12([C:11]([O:17][CH2:16][C:15]([Br:14])([F:19])[F:18])=[O:12])[CH2:8][CH:7]3[CH2:6][CH:5]([CH2:4][CH:3]([CH2:9]3)[CH2:2]1)[CH2:10]2. (2) Given the reactants [C:1]([C:3]1[C:11]2[C:6](=[CH:7][CH:8]=[C:9]([C:12]([O:14]CC)=[O:13])[CH:10]=2)[NH:5][CH:4]=1)#[N:2].OO.NC(N)=[O:21].[OH-].[Na+], predict the reaction product. The product is: [C:1]([C:3]1[C:11]2[C:6](=[CH:7][CH:8]=[C:9]([C:12]([OH:14])=[O:13])[CH:10]=2)[NH:5][CH:4]=1)(=[O:21])[NH2:2]. (3) The product is: [CH2:18]([N:5]([CH2:1][CH:2]([CH3:3])[CH3:4])[C:6]1[CH:11]=[CH:10][C:9]([C:12]2([C:13]#[N:14])[CH2:24][CH2:23]2)=[CH:8][C:7]=1[N+:15]([O-:17])=[O:16])[CH:19]([CH3:21])[CH3:20]. Given the reactants [CH2:1]([N:5]([CH2:18][CH:19]([CH3:21])[CH3:20])[C:6]1[CH:11]=[CH:10][C:9]([CH2:12][C:13]#[N:14])=[CH:8][C:7]=1[N+:15]([O-:17])=[O:16])[CH:2]([CH3:4])[CH3:3].Br[CH2:23][CH2:24]Cl.[H-].[Na+], predict the reaction product. (4) The product is: [C:17]([NH:20][C:21]1[CH:22]=[CH:23][C:24]([C:25]([NH:1][C:2]2[CH:7]=[CH:6][C:5]([F:8])=[CH:4][C:3]=2[NH2:9])=[O:27])=[CH:28][CH:29]=1)(=[O:19])[CH3:18]. Given the reactants [NH2:1][C:2]1[CH:7]=[CH:6][C:5]([F:8])=[CH:4][C:3]=1[NH:9]C(=O)OC(C)(C)C.[C:17]([NH:20][C:21]1[CH:29]=[CH:28][C:24]([C:25]([OH:27])=O)=[CH:23][CH:22]=1)(=[O:19])[CH3:18].CN(C(ON1N=NC2C=CC=NC1=2)=[N+](C)C)C.F[P-](F)(F)(F)(F)F.C(N(C(C)C)C(C)C)C, predict the reaction product. (5) Given the reactants [Cl:1][C:2]1[C:11]2[NH:10][CH2:9][CH2:8][O:7][C:6]=2[CH:5]=[CH:4][N:3]=1.[H-].[Na+].[Br:14][C:15]1[CH:16]=[C:17]([CH:21]=[C:22]([Br:26])[C:23]=1[O:24][CH3:25])[C:18](Cl)=[O:19], predict the reaction product. The product is: [Cl:1][C:2]1[C:11]2[N:10]([C:18]([C:17]3[CH:21]=[C:22]([Br:26])[C:23]([O:24][CH3:25])=[C:15]([Br:14])[CH:16]=3)=[O:19])[CH2:9][CH2:8][O:7][C:6]=2[CH:5]=[CH:4][N:3]=1.